From a dataset of NCI-60 drug combinations with 297,098 pairs across 59 cell lines. Regression. Given two drug SMILES strings and cell line genomic features, predict the synergy score measuring deviation from expected non-interaction effect. (1) Synergy scores: CSS=-0.0320, Synergy_ZIP=0.593, Synergy_Bliss=-1.28, Synergy_Loewe=-1.72, Synergy_HSA=-3.61. Cell line: SK-OV-3. Drug 2: COC1=C2C(=CC3=C1OC=C3)C=CC(=O)O2. Drug 1: C1=CN(C=N1)CC(O)(P(=O)(O)O)P(=O)(O)O. (2) Drug 1: CC1=C(C(CCC1)(C)C)C=CC(=CC=CC(=CC(=O)O)C)C. Drug 2: CC1C(C(CC(O1)OC2CC(CC3=C2C(=C4C(=C3O)C(=O)C5=C(C4=O)C(=CC=C5)OC)O)(C(=O)CO)O)N)O.Cl. Cell line: IGROV1. Synergy scores: CSS=27.8, Synergy_ZIP=-0.0223, Synergy_Bliss=0.319, Synergy_Loewe=-24.8, Synergy_HSA=-0.0839. (3) Synergy scores: CSS=-2.32, Synergy_ZIP=1.86, Synergy_Bliss=-1.15, Synergy_Loewe=-4.80, Synergy_HSA=-6.29. Drug 1: CC12CCC3C(C1CCC2O)C(CC4=C3C=CC(=C4)O)CCCCCCCCCS(=O)CCCC(C(F)(F)F)(F)F. Cell line: HOP-92. Drug 2: C#CCC(CC1=CN=C2C(=N1)C(=NC(=N2)N)N)C3=CC=C(C=C3)C(=O)NC(CCC(=O)O)C(=O)O. (4) Drug 1: C1=CC(=CC=C1C#N)C(C2=CC=C(C=C2)C#N)N3C=NC=N3. Drug 2: C1C(C(OC1N2C=C(C(=O)NC2=O)F)CO)O. Cell line: NCI/ADR-RES. Synergy scores: CSS=5.76, Synergy_ZIP=0.227, Synergy_Bliss=3.18, Synergy_Loewe=1.28, Synergy_HSA=2.49. (5) Drug 1: C1CC(C1)(C(=O)O)C(=O)O.[NH2-].[NH2-].[Pt+2]. Drug 2: N.N.Cl[Pt+2]Cl. Cell line: UACC62. Synergy scores: CSS=43.9, Synergy_ZIP=-2.75, Synergy_Bliss=-1.93, Synergy_Loewe=-4.84, Synergy_HSA=0.886. (6) Synergy scores: CSS=-0.872, Synergy_ZIP=-4.29, Synergy_Bliss=-9.33, Synergy_Loewe=-17.4, Synergy_HSA=-13.4. Drug 1: CN(C)C1=NC(=NC(=N1)N(C)C)N(C)C. Cell line: HCC-2998. Drug 2: C(CC(=O)O)C(=O)CN.Cl. (7) Drug 2: CC1CCC2CC(C(=CC=CC=CC(CC(C(=O)C(C(C(=CC(C(=O)CC(OC(=O)C3CCCCN3C(=O)C(=O)C1(O2)O)C(C)CC4CCC(C(C4)OC)OCCO)C)C)O)OC)C)C)C)OC. Synergy scores: CSS=31.6, Synergy_ZIP=-1.74, Synergy_Bliss=-0.723, Synergy_Loewe=-41.4, Synergy_HSA=-0.709. Drug 1: CCC1=C2CN3C(=CC4=C(C3=O)COC(=O)C4(CC)O)C2=NC5=C1C=C(C=C5)O. Cell line: HCT-15. (8) Cell line: OVCAR3. Drug 1: CC1=C(C=C(C=C1)NC(=O)C2=CC=C(C=C2)CN3CCN(CC3)C)NC4=NC=CC(=N4)C5=CN=CC=C5. Drug 2: C1CN1C2=NC(=NC(=N2)N3CC3)N4CC4. Synergy scores: CSS=21.5, Synergy_ZIP=-8.39, Synergy_Bliss=-9.72, Synergy_Loewe=-15.1, Synergy_HSA=-7.40. (9) Drug 1: CC1OCC2C(O1)C(C(C(O2)OC3C4COC(=O)C4C(C5=CC6=C(C=C35)OCO6)C7=CC(=C(C(=C7)OC)O)OC)O)O. Drug 2: CC1=C(C=C(C=C1)NC(=O)C2=CC=C(C=C2)CN3CCN(CC3)C)NC4=NC=CC(=N4)C5=CN=CC=C5. Cell line: UACC-257. Synergy scores: CSS=2.55, Synergy_ZIP=-2.01, Synergy_Bliss=-2.79, Synergy_Loewe=-6.58, Synergy_HSA=-3.37.